Dataset: Reaction yield outcomes from USPTO patents with 853,638 reactions. Task: Predict the reaction yield, written as a fraction of the theoretical maximum amount of product (1.0 means a 100% yield; for example, 0.34 means a 34% yield). (1) The reactants are Br[C:2]1[CH:3]=[C:4]2[C:8](=[N:9][CH:10]=1)[NH:7][CH:6]=[CH:5]2.[C:11]1([SH:17])[CH:16]=[CH:15][CH:14]=[CH:13][CH:12]=1.CC(C)([O-])C.[Na+]. The catalyst is CCO.C1C=CC([P]([Pd]([P](C2C=CC=CC=2)(C2C=CC=CC=2)C2C=CC=CC=2)([P](C2C=CC=CC=2)(C2C=CC=CC=2)C2C=CC=CC=2)[P](C2C=CC=CC=2)(C2C=CC=CC=2)C2C=CC=CC=2)(C2C=CC=CC=2)C2C=CC=CC=2)=CC=1. The product is [C:11]1([S:17][C:2]2[CH:3]=[C:4]3[CH:5]=[CH:6][NH:7][C:8]3=[N:9][CH:10]=2)[CH:16]=[CH:15][CH:14]=[CH:13][CH:12]=1. The yield is 0.250. (2) The reactants are [Br:1][C:2]1[C:10]2[C:9](Cl)=[N:8][CH:7]=[N:6][C:5]=2[N:4]([CH2:12][CH2:13][N:14]2[CH2:19][CH2:18][O:17][CH2:16][CH2:15]2)[CH:3]=1.[OH-].[NH4+:21]. No catalyst specified. The product is [Br:1][C:2]1[C:10]2[C:9]([NH2:21])=[N:8][CH:7]=[N:6][C:5]=2[N:4]([CH2:12][CH2:13][N:14]2[CH2:19][CH2:18][O:17][CH2:16][CH2:15]2)[CH:3]=1. The yield is 0.680. (3) The reactants are [CH:1]1([CH2:4][O:5][C:6]2[CH:7]=[C:8]([CH:11]=[CH:12][CH:13]=2)[CH:9]=O)[CH2:3][CH2:2]1.[N+:14]([CH3:17])([O-:16])=[O:15].C([O-])(=O)C.[NH4+]. The catalyst is C(O)(=O)C. The product is [CH:1]1([CH2:4][O:5][C:6]2[CH:13]=[CH:12][CH:11]=[C:8](/[CH:9]=[CH:17]/[N+:14]([O-:16])=[O:15])[CH:7]=2)[CH2:3][CH2:2]1. The yield is 0.690. (4) The reactants are [Br:1][C:2]1[C:3]([N:20]2[CH2:25][CH2:24][CH2:23][C@@H:22]([NH:26]C(=O)OC(C)(C)C)[CH2:21]2)=[C:4]2[C:10]([NH:11][C:12]([C:14]3[CH:19]=[N:18][CH:17]=[CH:16][N:15]=3)=[O:13])=[CH:9][NH:8][C:5]2=[N:6][CH:7]=1.C(O)(C(F)(F)F)=O.C(Cl)[Cl:42]. No catalyst specified. The product is [ClH:42].[NH2:26][C@@H:22]1[CH2:23][CH2:24][CH2:25][N:20]([C:3]2[C:2]([Br:1])=[CH:7][N:6]=[C:5]3[NH:8][CH:9]=[C:10]([NH:11][C:12]([C:14]4[CH:19]=[N:18][CH:17]=[CH:16][N:15]=4)=[O:13])[C:4]=23)[CH2:21]1. The yield is 0.330. (5) The reactants are [C:1]([CH2:3][N:4]1[CH2:8][CH2:7][N:6]([CH2:9][C:10]#[N:11])[CH:5]1[C:12]1[CH:17]=[CH:16][CH:15]=[CH:14][CH:13]=1)#[N:2].[CH2:18]1[CH2:22]O[CH2:20][CH2:19]1. No catalyst specified. The product is [CH:20](=[N:11][CH2:10][CH2:9][N:6]1[CH2:7][CH2:8][N:4]([CH2:3][CH2:1][N:2]=[CH:22][C:18]2[CH:16]=[CH:15][CH:14]=[CH:20][CH:19]=2)[CH:5]1[C:12]1[CH:17]=[CH:16][CH:15]=[CH:14][CH:13]=1)[C:19]1[CH:13]=[CH:12][CH:5]=[CH:22][CH:18]=1. The yield is 0.848. (6) The product is [CH:23]([N:26]1[CH2:31][CH2:30][CH:29]([S:32][C:2]2[CH:3]=[CH:4][C:5]3[O:14][CH2:13][CH2:12][N:11]4[C:7](=[N:8][C:9]([C:15]5[C:20]([CH3:21])=[CH:19][CH:18]=[CH:17][N:16]=5)=[CH:10]4)[C:6]=3[CH:22]=2)[CH2:28][CH2:27]1)([CH3:25])[CH3:24]. The reactants are Br[C:2]1[CH:3]=[CH:4][C:5]2[O:14][CH2:13][CH2:12][N:11]3[C:7](=[N:8][C:9]([C:15]4[C:20]([CH3:21])=[CH:19][CH:18]=[CH:17][N:16]=4)=[CH:10]3)[C:6]=2[CH:22]=1.[CH:23]([N:26]1[CH2:31][CH2:30][CH:29]([SH:32])[CH2:28][CH2:27]1)([CH3:25])[CH3:24].CC1(C)C2C(=C(P(C3C=CC=CC=3)C3C=CC=CC=3)C=CC=2)OC2C(P(C3C=CC=CC=3)C3C=CC=CC=3)=CC=CC1=2.CCN(C(C)C)C(C)C. The yield is 0.540. The catalyst is O1CCOCC1.C1C=CC(/C=C/C(/C=C/C2C=CC=CC=2)=O)=CC=1.C1C=CC(/C=C/C(/C=C/C2C=CC=CC=2)=O)=CC=1.C1C=CC(/C=C/C(/C=C/C2C=CC=CC=2)=O)=CC=1.[Pd].[Pd]. (7) The reactants are [CH2:1]([O:3][P:4]([CH2:9][N:10]1[C:19]2[C:14](=[C:15]([N+:20]([O-])=O)[CH:16]=[CH:17][CH:18]=2)[C:13](=[O:23])[C:12]([CH3:24])=[CH:11]1)(=[O:8])[O:5][CH2:6][CH3:7])[CH3:2].[ClH:25].[H][H]. The catalyst is CO.CCOCC.[Pd]. The product is [ClH:25].[NH2:20][C:15]1[CH:16]=[CH:17][CH:18]=[C:19]2[C:14]=1[C:13](=[O:23])[C:12]([CH3:24])=[CH:11][N:10]2[CH2:9][P:4](=[O:8])([O:5][CH2:6][CH3:7])[O:3][CH2:1][CH3:2]. The yield is 0.990.